Task: Binary Classification. Given a drug SMILES string, predict its activity (active/inactive) in a high-throughput screening assay against a specified biological target.. Dataset: HIV replication inhibition screening data with 41,000+ compounds from the AIDS Antiviral Screen (1) The molecule is CC=CC(C#N)O[Si](C)(C)C. The result is 0 (inactive). (2) The molecule is OCCN=C1c2ccccc2C2C(c3ccccc31)C1c3ccccc3C(=NCCO)c3ccccc3C21. The result is 0 (inactive). (3) The drug is CNC(=O)NCCCCC(NC(C)=O)C(=O)NCc1ccccc1. The result is 0 (inactive). (4) The drug is CCCCC(=O)c1c(O)c2ccccc2oc1=O. The result is 0 (inactive). (5) The compound is CCOC(=O)C1C(c2ccc(Cl)cc2Cl)NC(c2ccc(C)cc2)C(C(=O)OC)S1(=O)=O. The result is 0 (inactive). (6) The compound is CC(=O)OC1CCC2(COS(=O)(=O)c3ccc(C)cc3)C(=CCC3C2CCC2(C)C(C(C)CCCC(C)C)CCC32)C1. The result is 0 (inactive). (7) The drug is CCOC(=O)C1C(c2ccc([N+](=O)[O-])cc2)NC(c2ccc([N+](=O)[O-])cc2)C(C(=O)OC)S1(=O)=O. The result is 0 (inactive). (8) The drug is Cc1nc2c(O)cc(Br)c(O)c2nc1C. The result is 0 (inactive). (9) The molecule is COC1(OC)C2C=CC1C(C(C)(N)CO)C2. The result is 0 (inactive).